This data is from Retrosynthesis with 50K atom-mapped reactions and 10 reaction types from USPTO. The task is: Predict the reactants needed to synthesize the given product. (1) Given the product COc1ccccc1COc1ccc(CNC23CC4CC(CC(C4)C2)C3)cc1, predict the reactants needed to synthesize it. The reactants are: COc1ccccc1COc1ccc(C=O)cc1.NC12CC3CC(CC(C3)C1)C2. (2) Given the product C[C@@H](n1cnc2ncccc21)[C@@]1(c2ccc(F)cc2F)CO1, predict the reactants needed to synthesize it. The reactants are: C[C@@H](n1cnc2cccnc21)[C@@]1(c2ccc(F)cc2F)CO1. (3) The reactants are: O=C(Cl)CCCOc1ccccc1. Given the product O=C1CCCOc2ccccc21, predict the reactants needed to synthesize it. (4) The reactants are: Cc1ccc(C)n1-c1ccc2c(c1)C[C@@H](C)N2.O=C(Cl)OCc1ccccc1. Given the product Cc1ccc(C)n1-c1ccc2c(c1)C[C@@H](C)N2C(=O)OCc1ccccc1, predict the reactants needed to synthesize it. (5) Given the product Cc1oc(-c2cccs2)nc1CCOc1cccc(CN(CC(=O)O)S(=O)(=O)N2CCCc3ccccc32)c1, predict the reactants needed to synthesize it. The reactants are: CCOC(=O)CN(Cc1cccc(OCCc2nc(-c3cccs3)oc2C)c1)S(=O)(=O)N1CCCc2ccccc21. (6) Given the product COc1cc(N2CC(N(C)C)C2)c([N+](=O)[O-])cc1Nc1nccc(-c2cnn3ccccc23)n1, predict the reactants needed to synthesize it. The reactants are: CN(C)C1CNC1.COc1cc(F)c([N+](=O)[O-])cc1Nc1nccc(-c2cnn3ccccc23)n1.